Dataset: Forward reaction prediction with 1.9M reactions from USPTO patents (1976-2016). Task: Predict the product of the given reaction. (1) Given the reactants [CH3:1][O:2][C:3]1[CH:11]=[C:10]([N+:12]([O-:14])=[O:13])[CH:9]=[CH:8][C:4]=1[C:5]([OH:7])=O.CN1CCOCC1.CN(C(ON1N=NC2C=CC=CC1=2)=[N+](C)C)C.[B-](F)(F)(F)F.[CH3:44][C:45]1[N:50]=[CH:49][C:48]([CH2:51][NH2:52])=[CH:47][CH:46]=1, predict the reaction product. The product is: [CH3:1][O:2][C:3]1[CH:11]=[C:10]([N+:12]([O-:14])=[O:13])[CH:9]=[CH:8][C:4]=1[C:5]([NH:52][CH2:51][C:48]1[CH:49]=[N:50][C:45]([CH3:44])=[CH:46][CH:47]=1)=[O:7]. (2) The product is: [CH:16]([O:19][N:20]=[CH:7]/[C:6](/[CH3:9])=[CH:5]/[C@@H:4]1[C@@H:3]([C:10]([O:12][CH3:13])=[O:11])[C:2]1([CH3:14])[CH3:1])([CH3:18])[CH3:17]. Given the reactants [CH3:1][C:2]1([CH3:14])[C@H:4](/[CH:5]=[C:6](\[CH3:9])/[CH:7]=O)[C@H:3]1[C:10]([O:12][CH3:13])=[O:11].Cl.[CH:16]([O:19][NH2:20])([CH3:18])[CH3:17].N1C=CC=CC=1, predict the reaction product. (3) Given the reactants [CH:1]1([N:6]2[CH2:12][C:11]([F:14])([F:13])[C:10](=[O:15])[N:9]([CH3:16])[C:8]3[CH:17]=[N:18][C:19]([NH:21][C:22]4[CH:30]=[CH:29][C:25]([C:26](O)=[O:27])=[CH:24][C:23]=4[O:31][CH3:32])=[N:20][C:7]2=3)[CH2:5][CH2:4][CH2:3][CH2:2]1.F[P-](F)(F)(F)(F)F.CN(C(N(C)C)=[N+]1C2C(=NC=CC=2)[N+]([O-])=N1)C.C(N(C(C)C)C(C)C)C.[NH2:66][CH:67]1[CH2:72][CH2:71][N:70]([C:73](=[O:75])[CH3:74])[CH2:69][CH2:68]1, predict the reaction product. The product is: [C:73]([N:70]1[CH2:71][CH2:72][CH:67]([NH:66][C:26](=[O:27])[C:25]2[CH:29]=[CH:30][C:22]([NH:21][C:19]3[N:18]=[CH:17][C:8]4[N:9]([CH3:16])[C:10](=[O:15])[C:11]([F:14])([F:13])[CH2:12][N:6]([CH:1]5[CH2:5][CH2:4][CH2:3][CH2:2]5)[C:7]=4[N:20]=3)=[C:23]([O:31][CH3:32])[CH:24]=2)[CH2:68][CH2:69]1)(=[O:75])[CH3:74]. (4) Given the reactants [CH2:1]([O:3][C:4](=[O:29])[CH:5]([O:25][CH:26]([CH3:28])[CH3:27])[CH2:6][C:7]1[CH:15]=[C:14]([CH2:16][NH:17][C:18]([O:20][C:21]([CH3:24])([CH3:23])[CH3:22])=[O:19])[C:10]2[O:11][CH:12]=[CH:13][C:9]=2[CH:8]=1)[CH3:2], predict the reaction product. The product is: [CH2:1]([O:3][C:4](=[O:29])[CH:5]([O:25][CH:26]([CH3:28])[CH3:27])[CH2:6][C:7]1[CH:15]=[C:14]([CH2:16][NH:17][C:18]([O:20][C:21]([CH3:22])([CH3:23])[CH3:24])=[O:19])[C:10]2[O:11][CH2:12][CH2:13][C:9]=2[CH:8]=1)[CH3:2]. (5) Given the reactants [ClH:1].[CH3:2][O:3][C:4]1[CH:5]=[C:6]([C:14]2[CH:57]=[CH:56][C:17]([C:18]([N:20]3[CH2:25][CH2:24][CH:23]([CH2:26][N:27]([CH3:55])[CH2:28][CH:29]4[CH2:34][CH2:33][N:32]([C:35](=[O:54])[C:36]5[CH:41]=[CH:40][C:39]([C:42]6[CH:47]=[C:46]([O:48][CH3:49])[C:45]([O:50][CH3:51])=[C:44]([O:52][CH3:53])[CH:43]=6)=[CH:38][CH:37]=5)[CH2:31][CH2:30]4)[CH2:22][CH2:21]3)=[O:19])=[CH:16][CH:15]=2)[CH:7]=[C:8]([O:12][CH3:13])[C:9]=1[O:10][CH3:11], predict the reaction product. The product is: [ClH:1].[CH3:53][O:52][C:44]1[CH:43]=[C:42]([C:39]2[CH:38]=[CH:37][C:36]([C:35]([N:32]3[CH2:31][CH2:30][CH:29]([CH2:28][N:27]([CH3:55])[CH2:26][CH:23]4[CH2:22][CH2:21][N:20]([C:18](=[O:19])[C:17]5[CH:16]=[CH:15][C:14]([C:6]6[CH:5]=[C:4]([O:3][CH3:2])[C:9]([O:10][CH3:11])=[C:8]([O:12][CH3:13])[CH:7]=6)=[CH:57][CH:56]=5)[CH2:25][CH2:24]4)[CH2:34][CH2:33]3)=[O:54])=[CH:41][CH:40]=2)[CH:47]=[C:46]([O:48][CH3:49])[C:45]=1[O:50][CH3:51]. (6) Given the reactants Cl[C:2]1[CH:3]=[C:4]([NH:11][C:12]2[CH:17]=[CH:16][CH:15]=[C:14]([N:18]3[CH2:22][CH2:21][CH2:20][CH:19]3[CH3:23])[N:13]=2)[C:5]2[N:6]([CH:8]=[CH:9][N:10]=2)[N:7]=1.CC1(C)C(C)(C)OB([C:32]2[CH:41]=[C:40]3[C:35]([CH2:36][CH2:37][N:38]([C:42](=[O:44])[CH3:43])[CH2:39]3)=[CH:34][CH:33]=2)O1.CC(C1C=C(C(C)C)C(C2C=CC=CC=2P(C2CCCCC2)C2CCCCC2)=C(C(C)C)C=1)C.C([O-])([O-])=O.[Na+].[Na+], predict the reaction product. The product is: [CH3:23][CH:19]1[CH2:20][CH2:21][CH2:22][N:18]1[C:14]1[N:13]=[C:12]([NH:11][C:4]2[C:5]3[N:6]([CH:8]=[CH:9][N:10]=3)[N:7]=[C:2]([C:32]3[CH:41]=[C:40]4[C:35]([CH2:36][CH2:37][N:38]([C:42](=[O:44])[CH3:43])[CH2:39]4)=[CH:34][CH:33]=3)[CH:3]=2)[CH:17]=[CH:16][CH:15]=1. (7) Given the reactants [Li+].C[Si]([N-][Si](C)(C)C)(C)C.[O:11]=[C:12]([O:21][CH:22]([CH:25]=[CH2:26])[CH:23]=[CH2:24])[CH2:13][CH2:14][CH2:15][CH2:16][CH2:17][C:18]([OH:20])=[O:19].[CH:27]([CH:29]=[CH2:30])=[O:28], predict the reaction product. The product is: [OH:28][CH:27]([CH:29]=[CH2:30])[CH:13]([C:12]([O:21][CH:22]([CH:25]=[CH2:26])[CH:23]=[CH2:24])=[O:11])[CH2:14][CH2:15][CH2:16][CH2:17][C:18]([OH:20])=[O:19]. (8) Given the reactants S(Cl)(Cl)=[O:2].[O:5]=[C:6]1[CH:10]([C:11]([OH:13])=[O:12])[CH2:9][CH2:8][N:7]1[C:14]1[CH:19]=[CH:18][CH:17]=[CH:16][CH:15]=1, predict the reaction product. The product is: [OH:2][C:10]1([C:11]([OH:13])=[O:12])[CH2:9][CH2:8][N:7]([C:14]2[CH:19]=[CH:18][CH:17]=[CH:16][CH:15]=2)[C:6]1=[O:5]. (9) Given the reactants Br[C:2]1[N:6]([S:7]([C:10]2[CH:15]=[CH:14][C:13]([F:16])=[CH:12][CH:11]=2)(=[O:9])=[O:8])[CH:5]=[C:4]([CH2:17][N:18]([CH3:26])[C:19](=[O:25])[O:20][C:21]([CH3:24])([CH3:23])[CH3:22])[CH:3]=1.[S:27]1[CH:31]=[CH:30][C:29](B(O)O)=[CH:28]1.C(=O)([O-])[O-].[Na+].[Na+], predict the reaction product. The product is: [F:16][C:13]1[CH:14]=[CH:15][C:10]([S:7]([N:6]2[C:2]([C:29]3[CH:30]=[CH:31][S:27][CH:28]=3)=[CH:3][C:4]([CH2:17][N:18]([CH3:26])[C:19](=[O:25])[O:20][C:21]([CH3:24])([CH3:23])[CH3:22])=[CH:5]2)(=[O:9])=[O:8])=[CH:11][CH:12]=1.